Task: Predict the reaction yield, written as a fraction of the theoretical maximum amount of product (1.0 means a 100% yield; for example, 0.34 means a 34% yield).. Dataset: Reaction yield outcomes from USPTO patents with 853,638 reactions The reactants are [CH2:1]([OH:13])[CH2:2][O:3][CH2:4][CH2:5][O:6][CH2:7][CH2:8][O:9][CH2:10][CH2:11][OH:12].N1C=CC=CC=1.[CH3:20][O:21][C:22]1[CH:43]=[CH:42][C:25]([C:26](Cl)([C:35]2[CH:40]=[CH:39][CH:38]=[CH:37][CH:36]=2)[C:27]2[CH:32]=[CH:31][C:30]([O:33][CH3:34])=[CH:29][CH:28]=2)=[CH:24][CH:23]=1. The catalyst is O1CCOCC1. The product is [CH3:34][O:33][C:30]1[CH:29]=[CH:28][C:27]([C:26]([O:12][CH2:11][CH2:10][O:9][CH2:8][CH2:7][O:6][CH2:5][CH2:4][O:3][CH2:2][CH2:1][OH:13])([C:35]2[CH:36]=[CH:37][CH:38]=[CH:39][CH:40]=2)[C:25]2[CH:42]=[CH:43][C:22]([O:21][CH3:20])=[CH:23][CH:24]=2)=[CH:32][CH:31]=1. The yield is 0.730.